From a dataset of Full USPTO retrosynthesis dataset with 1.9M reactions from patents (1976-2016). Predict the reactants needed to synthesize the given product. (1) Given the product [CH3:26][O:25][C:22]1[CH:23]=[CH:24][C:19]([CH2:18][NH:17][C:9]2[C:8]3[C:5]4[CH:6]=[CH:7][C:2]([C:34]5[CH:35]=[CH:36][C:31]([S:28]([CH3:27])(=[O:30])=[O:29])=[CH:32][CH:33]=5)=[CH:3][C:4]=4[S:14][C:13]=3[C:12]([C:15]#[N:16])=[CH:11][N:10]=2)=[CH:20][CH:21]=1, predict the reactants needed to synthesize it. The reactants are: Br[C:2]1[CH:7]=[CH:6][C:5]2[C:8]3[C:9]([NH:17][CH2:18][C:19]4[CH:24]=[CH:23][C:22]([O:25][CH3:26])=[CH:21][CH:20]=4)=[N:10][CH:11]=[C:12]([C:15]#[N:16])[C:13]=3[S:14][C:4]=2[CH:3]=1.[CH3:27][S:28]([C:31]1[CH:36]=[CH:35][C:34](B(O)O)=[CH:33][CH:32]=1)(=[O:30])=[O:29].C1C=CC(P(C2C=CC=CC=2)C2C=CC=CC=2)=CC=1.N(CC)CC. (2) Given the product [Br:1][C:2]1[CH:10]=[C:9]2[C:5]([CH2:6][CH2:7][N:8]2[CH2:12][C:13]2[CH:18]=[CH:17][CH:16]=[C:15]([F:19])[CH:14]=2)=[CH:4][CH:3]=1, predict the reactants needed to synthesize it. The reactants are: [Br:1][C:2]1[CH:10]=[C:9]2[C:5]([CH2:6][CH2:7][NH:8]2)=[CH:4][CH:3]=1.Br[CH2:12][C:13]1[CH:18]=[CH:17][CH:16]=[C:15]([F:19])[CH:14]=1.C(=O)([O-])[O-].[Cs+].[Cs+]. (3) Given the product [O:13]1[C:12]2([CH2:17][CH2:18][C:9]([C:21]3[CH:26]=[CH:25][C:24]([N+:27]([O-:29])=[O:28])=[CH:23][N:22]=3)=[CH:10][CH2:11]2)[O:16][CH2:15][CH2:14]1, predict the reactants needed to synthesize it. The reactants are: CC1(C)C(C)(C)OB([C:9]2[CH2:18][CH2:17][C:12]3([O:16][CH2:15][CH2:14][O:13]3)[CH2:11][CH:10]=2)O1.Br[C:21]1[CH:26]=[CH:25][C:24]([N+:27]([O-:29])=[O:28])=[CH:23][N:22]=1.C(Cl)Cl. (4) The reactants are: [N-:1]=[C:2]=[S:3].[Na+].N1C=CC=CC=1.CS(O[N:16]=[C:17](Cl)[C@H:18]1[CH2:22][O:21][C:20]2([CH2:27][CH2:26][CH2:25][CH2:24][CH2:23]2)[O:19]1)(=O)=O.[CH3:29][C:30]1[C:35]([O:36][C:37]2[C:38]([NH2:50])=[N:39][CH:40]=[C:41]([S:43][C:44]3[CH:49]=[CH:48][CH:47]=[CH:46][N:45]=3)[CH:42]=2)=[CH:34][CH:33]=[C:32]([CH3:51])[N:31]=1. Given the product [CH3:29][C:30]1[C:35]([O:36][C:37]2[C:38]([NH:50][C:2]3[S:3][N:16]=[C:17]([C@H:18]4[CH2:22][O:21][C:20]5([CH2:23][CH2:24][CH2:25][CH2:26][CH2:27]5)[O:19]4)[N:1]=3)=[N:39][CH:40]=[C:41]([S:43][C:44]3[CH:49]=[CH:48][CH:47]=[CH:46][N:45]=3)[CH:42]=2)=[CH:34][CH:33]=[C:32]([CH3:51])[N:31]=1, predict the reactants needed to synthesize it. (5) Given the product [CH3:1][CH2:2][O:3][C:4]([CH2:6][CH2:7][N:8]1[C:13]([CH3:14])=[CH:12][N:11]=[C:10]([Br:19])[C:9]1=[O:16])=[O:5], predict the reactants needed to synthesize it. The reactants are: [CH3:1][CH2:2][O:3][C:4]([CH2:6][CH2:7][N:8]1[C:13]([CH3:14])=[CH:12][N:11]=[C:10](O)[C:9]1=[O:16])=[O:5].P(Br)(Br)([Br:19])=O.N#N.[OH-].[NH4+]. (6) The reactants are: [CH3:1][C@@H:2]([NH:12][CH2:13][C@H:14]([OH:25])[C:15]1[CH:16]=[CH:17][C:18]([OH:24])=[C:19]([NH:21][CH:22]=[O:23])[CH:20]=1)[CH2:3][C:4]1[CH:5]=[CH:6][C:7]([O:10][CH3:11])=[CH:8][CH:9]=1.[C:26]([OH:35])(=[O:34])[C@@H:27]([C@H:29]([C:31]([OH:33])=[O:32])[OH:30])[OH:28]. Given the product [CH3:1][C@@H:2]([NH:12][CH2:13][C@H:14]([OH:25])[C:15]1[CH:16]=[CH:17][C:18]([OH:24])=[C:19]([NH:21][CH:22]=[O:23])[CH:20]=1)[CH2:3][C:4]1[CH:5]=[CH:6][C:7]([O:10][CH3:11])=[CH:8][CH:9]=1.[C:31]([C@@H:29]([C@H:27]([C:26]([O-:35])=[O:34])[OH:28])[OH:30])([O-:33])=[O:32], predict the reactants needed to synthesize it. (7) Given the product [Br:6][C:7]1[N:8]=[CH:9][C:10]([CH:18]([C:17]2[CH:20]=[C:21]([F:24])[CH:22]=[CH:23][C:16]=2[F:15])[OH:19])=[C:11]([CH3:13])[CH:12]=1, predict the reactants needed to synthesize it. The reactants are: C([Li])CCC.[Br:6][C:7]1[CH:12]=[C:11]([CH3:13])[C:10](Br)=[CH:9][N:8]=1.[F:15][C:16]1[CH:23]=[CH:22][C:21]([F:24])=[CH:20][C:17]=1[CH:18]=[O:19].[Cl-].[NH4+].